Dataset: Peptide-MHC class I binding affinity with 185,985 pairs from IEDB/IMGT. Task: Regression. Given a peptide amino acid sequence and an MHC pseudo amino acid sequence, predict their binding affinity value. This is MHC class I binding data. The peptide sequence is GPKVKQWPL. The MHC is HLA-B44:03 with pseudo-sequence HLA-B44:03. The binding affinity (normalized) is 0.